Dataset: Peptide-MHC class I binding affinity with 185,985 pairs from IEDB/IMGT. Task: Regression. Given a peptide amino acid sequence and an MHC pseudo amino acid sequence, predict their binding affinity value. This is MHC class I binding data. (1) The peptide sequence is KGSGKMKTE. The MHC is HLA-B27:05 with pseudo-sequence HLA-B27:05. The binding affinity (normalized) is 0.0847. (2) The peptide sequence is RRSLLAHVR. The MHC is HLA-A02:06 with pseudo-sequence HLA-A02:06. The binding affinity (normalized) is 0.545. (3) The peptide sequence is NELGYSGYF. The MHC is HLA-B48:01 with pseudo-sequence HLA-B48:01. The binding affinity (normalized) is 0.0847. (4) The peptide sequence is LSSLSLAL. The MHC is Mamu-A01 with pseudo-sequence Mamu-A01. The binding affinity (normalized) is 0.518.